This data is from CYP2D6 inhibition data for predicting drug metabolism from PubChem BioAssay. The task is: Regression/Classification. Given a drug SMILES string, predict its absorption, distribution, metabolism, or excretion properties. Task type varies by dataset: regression for continuous measurements (e.g., permeability, clearance, half-life) or binary classification for categorical outcomes (e.g., BBB penetration, CYP inhibition). Dataset: cyp2d6_veith. (1) The drug is O=C(c1csnn1)N1CCC[C@@]2(CCN(c3ncccn3)C2)C1. The result is 0 (non-inhibitor). (2) The compound is CCc1nc(N2CCC3(CC2)OCCO3)c2nnn(Cc3ccccc3Cl)c2n1. The result is 0 (non-inhibitor). (3) The molecule is Cc1ccc(C2=Nc3ccccc3S[C@@H](c3cccc([N+](=O)[O-])c3)C2)cc1. The result is 0 (non-inhibitor). (4) The compound is O=C(O)[C@@H]1CCCN1Cc1cc2ccccc2c2ccccc12. The result is 0 (non-inhibitor). (5) The molecule is O=S(=O)(Nc1ccc(Cc2ccncc2)cc1)c1cccs1. The result is 1 (inhibitor). (6) The molecule is Cc1ccc(S(=O)CCCS(=O)c2ccc(C)cc2)cc1. The result is 0 (non-inhibitor). (7) The drug is COc1ccc2c(c1)-c1c(sn(-c3ccc(OC)c(OC)c3)c1=S)C(C)(C)N2. The result is 0 (non-inhibitor). (8) The molecule is CN(C)C(=O)c1ccc(-c2cncnc2N2CCNCC2)cc1. The result is 1 (inhibitor).